Dataset: Reaction yield outcomes from USPTO patents with 853,638 reactions. Task: Predict the reaction yield, written as a fraction of the theoretical maximum amount of product (1.0 means a 100% yield; for example, 0.34 means a 34% yield). (1) The reactants are [Si:1]([O:8][CH2:9][C:10]1[CH:17]=[CH:16][CH:15]=[C:14]([O:18][CH3:19])[C:11]=1[CH2:12][OH:13])([C:4]([CH3:7])([CH3:6])[CH3:5])([CH3:3])[CH3:2].N1C=NN=N1.[CH2:25]([O:28][P:29]([O:37][CH2:38][CH:39]=[CH2:40])N(C(C)C)C(C)C)[CH:26]=[CH2:27].C([O:45]O)(C)(C)C. No catalyst specified. The product is [P:29]([O:13][CH2:12][C:11]1[C:14]([O:18][CH3:19])=[CH:15][CH:16]=[CH:17][C:10]=1[CH2:9][O:8][Si:1]([C:4]([CH3:7])([CH3:6])[CH3:5])([CH3:2])[CH3:3])([O:28][CH2:25][CH:26]=[CH2:27])([O:37][CH2:38][CH:39]=[CH2:40])=[O:45]. The yield is 0.600. (2) The reactants are [N:1]1[N:5]2[CH:6]=[CH:7][C:8]([CH2:10][CH2:11][OH:12])=[CH:9][C:4]2=[CH:3][CH:2]=1.[CH3:13][C:14](OC(C)=O)=[O:15].N1C=CC=CC=1. The catalyst is C(Cl)Cl. The product is [C:14]([O:12][CH2:11][CH2:10][C:8]1[CH:7]=[CH:6][N:5]2[N:1]=[CH:2][CH:3]=[C:4]2[CH:9]=1)(=[O:15])[CH3:13]. The yield is 1.00. (3) The reactants are [C:1]([O:5][C:6]([NH:8][C@@H:9]([CH2:15][CH2:16][C:17](=[O:21])[CH:18]=[N+]=[N-])[C:10]([O:12][CH2:13][CH3:14])=[O:11])=[O:7])([CH3:4])([CH3:3])[CH3:2]. The catalyst is C(Cl)Cl. The product is [O:21]=[C:17]1[CH2:18][N:8]([C:6]([O:5][C:1]([CH3:4])([CH3:3])[CH3:2])=[O:7])[C@H:9]([C:10]([O:12][CH2:13][CH3:14])=[O:11])[CH2:15][CH2:16]1. The yield is 0.550. (4) The reactants are [OH:1][CH2:2][CH2:3][CH2:4][N:5]1[C:13](=[O:14])[C:12]2[NH:11][C:10]([O:15][C:16]3[CH:21]=[CH:20][CH:19]=[C:18]([O:22][C:23]([F:26])([F:25])[F:24])[CH:17]=3)=[N:9][C:8]=2[N:7]([CH3:27])[C:6]1=[O:28].Cl[CH2:30][C:31]1[CH:32]=[N:33][CH:34]=[C:35]([F:37])[CH:36]=1.C(=O)([O-])[O-].[K+].[K+]. The catalyst is CN(C=O)C.CCCC[N+](CCCC)(CCCC)CCCC.[I-]. The product is [F:37][C:35]1[CH:36]=[C:31]([CH2:30][N:11]2[C:12]3[C:13](=[O:14])[N:5]([CH2:4][CH2:3][CH2:2][OH:1])[C:6](=[O:28])[N:7]([CH3:27])[C:8]=3[N:9]=[C:10]2[O:15][C:16]2[CH:21]=[CH:20][CH:19]=[C:18]([O:22][C:23]([F:25])([F:26])[F:24])[CH:17]=2)[CH:32]=[N:33][CH:34]=1. The yield is 0.460. (5) The reactants are OC1C=CC([CH2:8][C:9]#[N:10])=CC=1.[CH2:11]=[O:12].[OH2:13].[C:14]1([CH3:24])[CH:19]=[CH:18][C:17](S(O)(=O)=O)=[CH:16][CH:15]=1. The catalyst is C1(C)C=CC=CC=1. The product is [O:12]1[C:15]2[CH:16]=[CH:17][C:18]([CH2:8][C:9]#[N:10])=[CH:19][C:14]=2[CH2:24][O:13][CH2:11]1. The yield is 0.320. (6) The reactants are C(OC(=O)[NH:7][C:8]1[N:12]=[C:11]([C:13]2[S:14][C:15]3[CH2:16][CH2:17][O:18][C:19]4[CH:26]=[C:25](Br)[CH:24]=[CH:23][C:20]=4[C:21]=3[N:22]=2)[N:10]([C:28]([CH3:31])([CH3:30])[CH3:29])[N:9]=1)(C)(C)C.O.C([O-])(=O)C.[K+].CC1(C)C(C)(C)OB([C:47]2[CH:48]=[N:49][NH:50][CH:51]=2)O1. The catalyst is CC#N.C1C=CC([P]([Pd]([P](C2C=CC=CC=2)(C2C=CC=CC=2)C2C=CC=CC=2)([P](C2C=CC=CC=2)(C2C=CC=CC=2)C2C=CC=CC=2)[P](C2C=CC=CC=2)(C2C=CC=CC=2)C2C=CC=CC=2)(C2C=CC=CC=2)C2C=CC=CC=2)=CC=1. The product is [C:28]([N:10]1[C:11]([C:13]2[S:14][C:15]3[CH2:16][CH2:17][O:18][C:19]4[CH:26]=[C:25]([C:47]5[CH:48]=[N:49][NH:50][CH:51]=5)[CH:24]=[CH:23][C:20]=4[C:21]=3[N:22]=2)=[N:12][C:8]([NH2:7])=[N:9]1)([CH3:30])([CH3:31])[CH3:29]. The yield is 0.100.